From a dataset of Reaction yield outcomes from USPTO patents with 853,638 reactions. Predict the reaction yield, written as a fraction of the theoretical maximum amount of product (1.0 means a 100% yield; for example, 0.34 means a 34% yield). (1) The catalyst is C1COCC1.[Cu]I. The yield is 0.940. The reactants are [C:1]([O:5][C:6]([N:8]1[CH2:13][CH2:12][CH:11]([C:14]#[CH:15])[CH2:10][CH2:9]1)=[O:7])([CH3:4])([CH3:3])[CH3:2].[Cl:16][C:17]1[C:26]2[C:21](=[CH:22][CH:23]=[C:24](I)[CH:25]=2)[N:20]=[CH:19][N:18]=1.C(NC(C)C)(C)C. The product is [C:1]([O:5][C:6]([N:8]1[CH2:13][CH2:12][CH:11]([C:14]#[C:15][C:24]2[CH:25]=[C:26]3[C:21](=[CH:22][CH:23]=2)[N:20]=[CH:19][N:18]=[C:17]3[Cl:16])[CH2:10][CH2:9]1)=[O:7])([CH3:4])([CH3:3])[CH3:2]. (2) The reactants are [C:1]([O:5][C:6]([N:8]1[CH2:13][CH2:12][N:11]([C:14]2[CH:19]=[CH:18][C:17]([NH2:20])=[CH:16][C:15]=2[C:21]#[N:22])[CH2:10][CH2:9]1)=[O:7])([CH3:4])([CH3:3])[CH3:2].[C:23]1([C:29]2[O:30][C:31]([C:37]([F:40])([F:39])[F:38])=[C:32]([C:34](O)=[O:35])[N:33]=2)[CH:28]=[CH:27][CH:26]=[CH:25][CH:24]=1.C(N(CC)CC)C.Cl.CN(C)CCCN=C=NCC. The catalyst is C(Cl)Cl. The product is [C:1]([O:5][C:6]([N:8]1[CH2:13][CH2:12][N:11]([C:14]2[CH:19]=[CH:18][C:17]([NH:20][C:34]([C:32]3[N:33]=[C:29]([C:23]4[CH:28]=[CH:27][CH:26]=[CH:25][CH:24]=4)[O:30][C:31]=3[C:37]([F:39])([F:40])[F:38])=[O:35])=[CH:16][C:15]=2[C:21]#[N:22])[CH2:10][CH2:9]1)=[O:7])([CH3:4])([CH3:2])[CH3:3]. The yield is 0.250. (3) The reactants are [NH2:1][C:2]1[S:3][C:4]([C:12]2[CH:13]=[CH:14][C:15]([O:18]C)=[N:16][CH:17]=2)=[C:5]([C:7]2[O:8][CH:9]=[CH:10][CH:11]=2)[N:6]=1.[OH-].[Na+]. The catalyst is Br.C(O)(=O)C. The product is [NH2:1][C:2]1[S:3][C:4]([C:12]2[CH:13]=[CH:14][C:15](=[O:18])[NH:16][CH:17]=2)=[C:5]([C:7]2[O:8][CH:9]=[CH:10][CH:11]=2)[N:6]=1. The yield is 0.700. (4) The reactants are [N:1]([CH:4]1[C:10](=[O:11])[NH:9][C:8]2[CH:12]=[CH:13][CH:14]=[CH:15][C:7]=2[CH2:6][CH2:5]1)=[N+]=[N-].O.C1C=CC(P(C2C=CC=CC=2)C2C=CC=CC=2)=CC=1. The catalyst is C1COCC1. The product is [NH2:1][CH:4]1[C:10](=[O:11])[NH:9][C:8]2[CH:12]=[CH:13][CH:14]=[CH:15][C:7]=2[CH2:6][CH2:5]1. The yield is 0.850. (5) The reactants are [Br:1][C:2]1[CH:3]=[CH:4][C:5]2[C:11]3[S:12][C:13]([C:15]([N:17]([C:19]4[CH:20]=[C:21]([CH:25]=[CH:26][C:27]=4[Cl:28])[C:22](O)=[O:23])[CH3:18])=[O:16])=[CH:14][C:10]=3[CH2:9][CH2:8][O:7][C:6]=2[CH:29]=1.CCN=C=NCCCN(C)C.C1C=CC2N(O)N=NC=2C=1.CCN(C(C)C)C(C)C.[NH2:60][CH2:61][CH2:62][OH:63]. The catalyst is C1COCC1.O. The product is [Br:1][C:2]1[CH:3]=[CH:4][C:5]2[C:11]3[S:12][C:13]([C:15]([N:17]([C:19]4[CH:20]=[C:21]([C:22](=[O:23])[NH:60][CH2:61][CH2:62][OH:63])[CH:25]=[CH:26][C:27]=4[Cl:28])[CH3:18])=[O:16])=[CH:14][C:10]=3[CH2:9][CH2:8][O:7][C:6]=2[CH:29]=1. The yield is 0.770. (6) The yield is 0.720. The product is [C:3]1(=[CH:9][C:10]([OH:12])=[O:11])[CH2:8][CH2:7][CH2:6][CH2:5][CH2:4]1. The catalyst is O.CO. The reactants are [OH-].[K+].[C:3]1(=[CH:9][C:10]([O:12]CC)=[O:11])[CH2:8][CH2:7][CH2:6][CH2:5][CH2:4]1. (7) The reactants are O[CH2:2][C:3]1[CH:12]=[N:11][C:10]2[N:9]3[CH2:13][CH2:14][CH2:15][CH2:16][CH:8]3[C:7](=[O:17])[NH:6][C:5]=2[CH:4]=1.[CH2:18]([NH:20][C:21](=[O:34])[C:22]1[CH:27]=[CH:26][C:25]([N:28]2[CH2:33][CH2:32][NH:31][CH2:30][CH2:29]2)=[CH:24][CH:23]=1)[CH3:19].[I-].C(C[P+](C)(C)C)#N.C(N(CC)C(C)C)(C)C. The yield is 0.582. The catalyst is C(#N)CC. The product is [CH2:18]([NH:20][C:21](=[O:34])[C:22]1[CH:23]=[CH:24][C:25]([N:28]2[CH2:29][CH2:30][N:31]([CH2:2][C:3]3[CH:12]=[N:11][C:10]4[N:9]5[CH2:13][CH2:14][CH2:15][CH2:16][CH:8]5[C:7](=[O:17])[NH:6][C:5]=4[CH:4]=3)[CH2:32][CH2:33]2)=[CH:26][CH:27]=1)[CH3:19]. (8) The reactants are [CH2:1]([NH:5][C:6]([C:8]1[CH:9]=[C:10]2[C:18](=[CH:19][CH:20]=1)[NH:17][C:16]1[C:15](=[O:21])[CH2:14][CH2:13][CH2:12][C:11]2=1)=[O:7])[CH:2](C)C. The catalyst is C(Cl)Cl.CO. The product is [CH3:6][N:5]1[CH2:1][CH2:2][N:5]([C:6]([C:8]2[CH:9]=[C:10]3[C:18](=[CH:19][CH:20]=2)[NH:17][C:16]2[C:15](=[O:21])[CH2:14][CH2:13][CH2:12][C:11]3=2)=[O:7])[CH2:1][CH2:2]1. The yield is 0.450.